Dataset: Full USPTO retrosynthesis dataset with 1.9M reactions from patents (1976-2016). Task: Predict the reactants needed to synthesize the given product. (1) Given the product [CH3:1][O:2][C:3](=[O:20])[C:4]1[CH:9]=[CH:8][C:7]([CH3:10])=[C:6]([N:11]2[C:16](=[O:17])[CH:15]=[C:14]([O:18][CH2:24][C:23]3[CH:26]=[CH:27][C:28]([F:30])=[CH:29][C:22]=3[F:21])[N:13]=[C:12]2[CH3:19])[CH:5]=1, predict the reactants needed to synthesize it. The reactants are: [CH3:1][O:2][C:3](=[O:20])[C:4]1[CH:9]=[CH:8][C:7]([CH3:10])=[C:6]([N:11]2[C:16](=[O:17])[CH:15]=[C:14]([OH:18])[N:13]=[C:12]2[CH3:19])[CH:5]=1.[F:21][C:22]1[CH:29]=[C:28]([F:30])[CH:27]=[CH:26][C:23]=1[CH2:24]Br.C(=O)([O-])[O-].[K+].[K+].C1OCCOCCOCCOCCOCCOC1. (2) Given the product [N:39]1([CH:18]([C:17]2[CH:21]=[CH:22][CH:23]=[CH:24][CH:16]=2)[NH:6][C:4](=[O:5])[C:3]2[C:7]([Si:11]([CH3:14])([CH3:13])[CH3:12])=[CH:8][CH:9]=[CH:10][C:2]=2[Cl:1])[C:43]2[CH:44]=[CH:45][CH:46]=[CH:47][C:42]=2[N:41]=[N:40]1, predict the reactants needed to synthesize it. The reactants are: [Cl:1][C:2]1[CH:10]=[CH:9][CH:8]=[C:7]([Si:11]([CH3:14])([CH3:13])[CH3:12])[C:3]=1[C:4]([NH2:6])=[O:5].Cl[C:16]1[CH:24]=[CH:23][CH:22]=[C:21]([Si](C)(C)C)[C:17]=1[C:18](Cl)=O.[OH-].[NH4+].C(=O)C1C=CC=CC=1.[NH:39]1[C:43]2[CH:44]=[CH:45][CH:46]=[CH:47][C:42]=2[N:41]=[N:40]1. (3) Given the product [C:3]([C:7]1[CH:11]=[C:10]([C:12]([OH:14])=[O:13])[N:9]([C:17]2[CH:22]=[CH:21][CH:20]=[C:19]([CH2:23][P:24]([CH3:27])([CH3:26])=[O:25])[CH:18]=2)[N:8]=1)([CH3:6])([CH3:4])[CH3:5], predict the reactants needed to synthesize it. The reactants are: [OH-].[Na+].[C:3]([C:7]1[CH:11]=[C:10]([C:12]([O:14]CC)=[O:13])[N:9]([C:17]2[CH:22]=[CH:21][CH:20]=[C:19]([CH2:23][P:24]([CH3:27])([CH3:26])=[O:25])[CH:18]=2)[N:8]=1)([CH3:6])([CH3:5])[CH3:4]. (4) Given the product [C:22]([C:21]1[CH:24]=[CH:25][C:18]([CH2:17][NH:16][C:11](=[O:13])[CH:10]([C:3]2[CH:4]=[CH:5][C:6]([O:8][CH3:9])=[CH:7][C:2]=2[F:1])[O:14][CH3:15])=[CH:19][C:20]=1[F:26])#[N:23], predict the reactants needed to synthesize it. The reactants are: [F:1][C:2]1[CH:7]=[C:6]([O:8][CH3:9])[CH:5]=[CH:4][C:3]=1[CH:10]([O:14][CH3:15])[C:11]([OH:13])=O.[NH2:16][CH2:17][C:18]1[CH:25]=[CH:24][C:21]([C:22]#[N:23])=[C:20]([F:26])[CH:19]=1. (5) Given the product [Cl:32][C:27]1[CH:26]=[C:25]([C:24]2[N:10]([C:6]3[CH:7]=[CH:8][CH:9]=[C:4]([C:2]#[N:3])[CH:5]=3)[N:11]=[C:22]([C:33]([O:35][CH2:36][CH3:37])=[O:34])[CH:23]=2)[CH:30]=[C:29]([F:31])[CH:28]=1, predict the reactants needed to synthesize it. The reactants are: Cl.[C:2]([C:4]1[CH:5]=[C:6]([NH:10][NH2:11])[CH:7]=[CH:8][CH:9]=1)#[N:3].ClC1C=C(N2[C:24]([C:25]3[CH:30]=[C:29]([F:31])[CH:28]=[C:27]([Cl:32])[CH:26]=3)=[CH:23][C:22]([C:33]([O:35][CH2:36][CH3:37])=[O:34])=N2)C=CC=1F. (6) Given the product [CH2:33]([O:32][C:30](=[O:31])[NH:19][CH2:18][CH:15]1[CH2:14][C:13]2[CH:12]=[CH:11][CH:10]=[C:9]([C:3]3[C:4]([Cl:8])=[CH:5][CH:6]=[CH:7][C:2]=3[Cl:1])[C:17]=2[O:16]1)[C:34]1[CH:39]=[CH:38][CH:37]=[CH:36][CH:35]=1, predict the reactants needed to synthesize it. The reactants are: [Cl:1][C:2]1[CH:7]=[CH:6][CH:5]=[C:4]([Cl:8])[C:3]=1[C:9]1[C:17]2[O:16][CH:15]([CH2:18][NH2:19])[CH2:14][C:13]=2[CH:12]=[CH:11][CH:10]=1.C(N(C(C)C)CC)(C)C.Cl[C:30]([O:32][CH2:33][C:34]1[CH:39]=[CH:38][CH:37]=[CH:36][CH:35]=1)=[O:31].C1(C2C3OC(CNC(=O)OCC4C=CC=CC=4)CC=3C=CC=2)CCCC1. (7) Given the product [CH3:22][N:23]([CH2:2][C:3]1[CH:8]=[CH:7][C:6]([N:9]2[C:17]3[CH2:16][CH2:15][CH2:14][CH2:13][C:12]=3[C:11]([C:18]([F:21])([F:20])[F:19])=[N:10]2)=[CH:5][CH:4]=1)[C:24](=[O:27])[CH2:25][CH3:26], predict the reactants needed to synthesize it. The reactants are: Cl[CH2:2][C:3]1[CH:8]=[CH:7][C:6]([N:9]2[C:17]3[CH2:16][CH2:15][CH2:14][CH2:13][C:12]=3[C:11]([C:18]([F:21])([F:20])[F:19])=[N:10]2)=[CH:5][CH:4]=1.[CH3:22][NH:23][C:24](=[O:27])[CH2:25][CH3:26]. (8) Given the product [F:30][C:31]1[CH:36]=[CH:35][C:34]([C:6]2[C:5]([N:4]([CH:1]([CH3:3])[CH3:2])[CH3:29])=[N:14][C:13]3[C:8](=[CH:9][C:10]([O:19][CH3:20])=[C:11]([C:15]([O:17][CH3:18])=[O:16])[CH:12]=3)[N:7]=2)=[CH:33][CH:32]=1, predict the reactants needed to synthesize it. The reactants are: [CH:1]([N:4]([CH3:29])[C:5]1[C:6](OS(C(F)(F)F)(=O)=O)=[N:7][C:8]2[C:13]([N:14]=1)=[CH:12][C:11]([C:15]([O:17][CH3:18])=[O:16])=[C:10]([O:19][CH3:20])[CH:9]=2)([CH3:3])[CH3:2].[F:30][C:31]1[CH:36]=[CH:35][C:34](B(O)O)=[CH:33][CH:32]=1.[O-]P([O-])([O-])=O.[K+].[K+].[K+]. (9) The reactants are: [ClH:1].[CH3:2][O:3][C:4](=[O:17])[CH:5]([C@@H:7]1[C:15]2[C:10](=[CH:11][CH:12]=[CH:13][CH:14]=2)[CH2:9][C@H:8]1[NH2:16])[CH3:6].CC[N:20]([CH:24]([CH3:26])[CH3:25])[CH:21]([CH3:23])[CH3:22].C1C=CC2N([OH:36])N=NC=2C=1.CCN=C=N[CH2:42][CH2:43][CH2:44]N(C)C. Given the product [CH3:2][O:3][C:4](=[O:17])[CH:5]([C@@H:7]1[C:15]2[C:10](=[CH:11][CH:12]=[CH:13][CH:14]=2)[CH2:9][C@H:8]1[NH:16][C:26]([C:24]1[NH:20][C:21]2[C:22]([CH:25]=1)=[CH:44][C:43]([Cl:1])=[CH:42][CH:23]=2)=[O:36])[CH3:6], predict the reactants needed to synthesize it. (10) Given the product [CH3:1][C:2]1[C:9]([CH3:10])=[C:8]([O:11][CH2:19][CH2:20][CH3:21])[CH:7]=[CH:6][C:3]=1[CH:4]=[O:5], predict the reactants needed to synthesize it. The reactants are: [CH3:1][C:2]1[C:9]([CH3:10])=[C:8]([OH:11])[CH:7]=[CH:6][C:3]=1[CH:4]=[O:5].C([O-])([O-])=O.[K+].[K+].Br[CH2:19][CH2:20][CH3:21].